Dataset: Retrosynthesis with 50K atom-mapped reactions and 10 reaction types from USPTO. Task: Predict the reactants needed to synthesize the given product. (1) Given the product CCCCOc1cc2c(cc1OC)CCN(CC(=O)NC1CCc3ccccc31)C2Cc1ccc(OC)c(OC)c1, predict the reactants needed to synthesize it. The reactants are: CCCCBr.COc1cc2c(cc1O)C(Cc1ccc(OC)c(OC)c1)N(CC(=O)NC1CCc3ccccc31)CC2. (2) Given the product Cc1nccn1S(=O)(=O)c1cccc(-c2ccc(C(F)(F)F)cc2F)c1, predict the reactants needed to synthesize it. The reactants are: Cc1nccn1S(=O)(=O)c1cccc(Br)c1.OB(O)c1ccc(C(F)(F)F)cc1F. (3) Given the product CCCNS(=O)(=O)Nc1ccc(F)c(C(=O)Nc2cnc3[nH]ccc3c2)c1F, predict the reactants needed to synthesize it. The reactants are: CCCNS(=O)(=O)Nc1ccc(F)c(C(=O)O)c1F.Nc1cnc2[nH]ccc2c1. (4) Given the product FC(F)Sc1nnc(-c2ccc(Cl)cc2)s1, predict the reactants needed to synthesize it. The reactants are: FC(F)Cl.Sc1nnc(-c2ccc(Cl)cc2)s1. (5) Given the product COC(=O)c1nnc(Cl)cc1Nc1cccc(C2CCC2)n1, predict the reactants needed to synthesize it. The reactants are: COC(=O)c1nnc(Cl)cc1Cl.Nc1cccc(C2CCC2)n1. (6) Given the product COC(=O)Cc1ccc(C2CCN(C(=O)OC(C)(C)C)CC2OCc2ccc3ccccc3c2)cc1, predict the reactants needed to synthesize it. The reactants are: C=[N+]=[N-].CC(C)(C)OC(=O)N1CCC(c2ccc(CC(=O)O)cc2)C(OCc2ccc3ccccc3c2)C1. (7) Given the product COc1ccc(C(C)(C)C#CC(F)(F)F)cc1CN[C@H]1CCCN(C(=O)OC(C)(C)C)[C@H]1c1ccccc1, predict the reactants needed to synthesize it. The reactants are: CC(C)(C)OC(=O)N1CCCC(N)C1c1ccccc1.COc1ccc(C(C)(C)C#CC(F)(F)F)cc1C=O. (8) Given the product C[C@H](NC(=O)OC(C)(C)C)[C@@H](O)CNS(=O)(=O)c1ccccn1, predict the reactants needed to synthesize it. The reactants are: C[C@H](NC(=O)OC(C)(C)C)[C@@H](O)CN.O=S(=O)(Cl)c1ccccn1.